This data is from Peptide-MHC class I binding affinity with 185,985 pairs from IEDB/IMGT. The task is: Regression. Given a peptide amino acid sequence and an MHC pseudo amino acid sequence, predict their binding affinity value. This is MHC class I binding data. The peptide sequence is KISNCVADY. The MHC is HLA-A30:02 with pseudo-sequence HLA-A30:02. The binding affinity (normalized) is 1.00.